From a dataset of Forward reaction prediction with 1.9M reactions from USPTO patents (1976-2016). Predict the product of the given reaction. (1) Given the reactants [C:1]([NH:4][CH2:5][CH2:6][C:7]1[C:11]2[CH:12]=[C:13]([C:16]([OH:18])=O)[CH:14]=[CH:15][C:10]=2[O:9][CH:8]=1)(=[O:3])[CH3:2].C(N(CC)CC)C.ClC(OCC)=O.[N-:32]=[N+:33]=[N-:34].[Na+], predict the reaction product. The product is: [C:1]([NH:4][CH2:5][CH2:6][C:7]1[C:11]2[CH:12]=[C:13]([C:16]([N:32]=[N+:33]=[N-:34])=[O:18])[CH:14]=[CH:15][C:10]=2[O:9][CH:8]=1)(=[O:3])[CH3:2]. (2) Given the reactants [Br:1][C:2]1[CH:3]=[C:4]([C:8]2([CH3:15])[NH:13][C:12](=S)[CH2:11][O:10][CH2:9]2)[CH:5]=[CH:6][CH:7]=1.C(OO)(C)(C)C.[NH4+:22].[OH-], predict the reaction product. The product is: [Br:1][C:2]1[CH:3]=[C:4]([C:8]2([CH3:15])[CH2:9][O:10][CH2:11][C:12]([NH2:22])=[N:13]2)[CH:5]=[CH:6][CH:7]=1. (3) The product is: [CH2:1]([N:8]1[CH2:9][CH:10]([C:16]2[CH:17]=[CH:18][C:19]([F:22])=[CH:20][CH:21]=2)[CH:11]([NH2:13])[CH2:12]1)[C:2]1[CH:3]=[CH:4][CH:5]=[CH:6][CH:7]=1. Given the reactants [CH2:1]([N:8]1[CH2:12][CH:11]([N+:13]([O-])=O)[CH:10]([C:16]2[CH:21]=[CH:20][C:19]([F:22])=[CH:18][CH:17]=2)[CH2:9]1)[C:2]1[CH:7]=[CH:6][CH:5]=[CH:4][CH:3]=1, predict the reaction product. (4) The product is: [Cl:11][C:10]1[CH:9]=[CH:8][CH:7]=[C:3]2[C:2]=1[N:1]=[C:17]1[N:16]([CH2:15][CH2:14][CH2:13][O:18]1)[C:4]2=[O:6]. Given the reactants [NH2:1][C:2]1[C:10]([Cl:11])=[CH:9][CH:8]=[CH:7][C:3]=1[C:4]([OH:6])=O.Cl[CH2:13][CH2:14][CH2:15][N:16]=[C:17]=[O:18], predict the reaction product. (5) Given the reactants [CH2:1]([N:3]1[CH2:7][CH2:6][C@H:5]([C:8]([OH:10])=[O:9])[CH2:4]1)[CH3:2].C(N1CC[C@@H](C(OCC2C=CC=CC=2)=O)C1)C, predict the reaction product. The product is: [CH2:1]([N:3]1[CH2:7][CH2:6][C@@H:5]([C:8]([OH:10])=[O:9])[CH2:4]1)[CH3:2]. (6) Given the reactants [Br:1][C:2]1[CH:7]=[CH:6][C:5](CC#N)=[CH:4][CH:3]=1.Br[CH2:12][CH2:13]Br.[OH-:15].[Na+].C([O:19][CH2:20][CH3:21])C, predict the reaction product. The product is: [Br:1][C:2]1[CH:3]=[CH:4][C:5]([C:21]2([C:20]([OH:19])=[O:15])[CH2:13][CH2:12]2)=[CH:6][CH:7]=1. (7) Given the reactants C([O:3][C:4]1[C:5](=O)[CH:6]([C:10](=O)[C:11]([O:13][CH2:14][CH3:15])=[O:12])[CH2:7][CH2:8][CH:9]=1)C.C(O)(=O)C.Cl.[C:23]([NH:27][NH2:28])([CH3:26])([CH3:25])[CH3:24], predict the reaction product. The product is: [C:23]([N:27]1[C:5]2[C:4](=[O:3])[CH2:9][CH2:8][CH2:7][C:6]=2[C:10]([C:11]([O:13][CH2:14][CH3:15])=[O:12])=[N:28]1)([CH3:26])([CH3:25])[CH3:24]. (8) Given the reactants [F:1][C:2]1[CH:36]=[CH:35][CH:34]=[C:33]([F:37])[C:3]=1[CH2:4][O:5][C:6]1[C:7]2[N:8]([C:12]([C:16]([NH:18][C:19]([C:23]3[CH:32]=[CH:31][C:26]([C:27](OC)=[O:28])=[CH:25][CH:24]=3)([CH3:22])[CH2:20][OH:21])=[O:17])=[C:13]([CH3:15])[N:14]=2)[CH:9]=[CH:10][CH:11]=1.[H-].C([Al+]CC(C)C)C(C)C.C1(C)C=CC=CC=1.[C@H](O)(C([O-])=O)[C@@H](O)C([O-])=O.[Na+].[K+], predict the reaction product. The product is: [F:1][C:2]1[CH:36]=[CH:35][CH:34]=[C:33]([F:37])[C:3]=1[CH2:4][O:5][C:6]1[C:7]2[N:8]([C:12]([C:16]([NH:18][C:19]([C:23]3[CH:24]=[CH:25][C:26]([CH2:27][OH:28])=[CH:31][CH:32]=3)([CH3:22])[CH2:20][OH:21])=[O:17])=[C:13]([CH3:15])[N:14]=2)[CH:9]=[CH:10][CH:11]=1. (9) Given the reactants [NH:1]1[CH2:5][CH2:4][C@H:3]2[CH2:6][N:7]([C:9]([O:11][C:12]([CH3:15])([CH3:14])[CH3:13])=[O:10])[CH2:8][C@@H:2]12.Br[C:17]1[CH:18]=[N:19][CH:20]=[C:21]([CH:33]=1)[C:22]([NH:24][CH2:25][C:26]1[CH:31]=[CH:30][CH:29]=[CH:28][C:27]=1[CH3:32])=[O:23], predict the reaction product. The product is: [CH3:32][C:27]1[CH:28]=[CH:29][CH:30]=[CH:31][C:26]=1[CH2:25][NH:24][C:22]([C:21]1[CH:33]=[C:17]([N:1]2[CH2:5][CH2:4][C@H:3]3[CH2:6][N:7]([C:9]([O:11][C:12]([CH3:15])([CH3:14])[CH3:13])=[O:10])[CH2:8][C@@H:2]23)[CH:18]=[N:19][CH:20]=1)=[O:23].